Dataset: Full USPTO retrosynthesis dataset with 1.9M reactions from patents (1976-2016). Task: Predict the reactants needed to synthesize the given product. Given the product [C:39]([N:14]1[CH2:15][CH2:16][N:11]([CH2:10][CH2:9][O:8][C:7]2[CH:6]=[CH:5][C:4]([N:17]3[C:24](=[S:25])[N:23]([C:26]4[CH:27]=[C:28]([C:34]([F:36])([F:37])[F:35])[C:29]([C:32]#[N:33])=[N:30][CH:31]=4)[C:22](=[O:38])[C:18]43[CH2:19][CH2:20][CH2:21]4)=[CH:3][C:2]=2[F:1])[CH2:12][CH2:13]1)(=[O:41])[CH3:40], predict the reactants needed to synthesize it. The reactants are: [F:1][C:2]1[CH:3]=[C:4]([N:17]2[C:24](=[S:25])[N:23]([C:26]3[CH:27]=[C:28]([C:34]([F:37])([F:36])[F:35])[C:29]([C:32]#[N:33])=[N:30][CH:31]=3)[C:22](=[O:38])[C:18]32[CH2:21][CH2:20][CH2:19]3)[CH:5]=[CH:6][C:7]=1[O:8][CH2:9][CH2:10][N:11]1[CH2:16][CH2:15][NH:14][CH2:13][CH2:12]1.[C:39](OC(=O)C)(=[O:41])[CH3:40].C(N(CC)CC)C.